From a dataset of Reaction yield outcomes from USPTO patents with 853,638 reactions. Predict the reaction yield, written as a fraction of the theoretical maximum amount of product (1.0 means a 100% yield; for example, 0.34 means a 34% yield). The reactants are C1(=O)NC(=O)CC1.[C:8]([OH:27])(=O)[CH2:9][CH2:10][CH2:11][CH2:12][CH2:13][CH2:14][CH2:15]/[CH:16]=[CH:17]\[CH2:18][CH2:19][CH2:20][CH2:21][CH2:22][CH2:23][CH2:24][CH3:25].[NH2:28][CH2:29][CH:30]([OH:33])[CH2:31][OH:32]. The catalyst is C(#N)C.O. The product is [OH:33][CH:30]([CH2:31][OH:32])[CH2:29][NH:28][C:8](=[O:27])[CH2:9][CH2:10][CH2:11][CH2:12][CH2:13][CH2:14][CH2:15]/[CH:16]=[CH:17]\[CH2:18][CH2:19][CH2:20][CH2:21][CH2:22][CH2:23][CH2:24][CH3:25]. The yield is 0.870.